From a dataset of Peptide-MHC class I binding affinity with 185,985 pairs from IEDB/IMGT. Regression. Given a peptide amino acid sequence and an MHC pseudo amino acid sequence, predict their binding affinity value. This is MHC class I binding data. (1) The peptide sequence is YHSQGSWYK. The MHC is HLA-B15:01 with pseudo-sequence HLA-B15:01. The binding affinity (normalized) is 0.0847. (2) The peptide sequence is ILNRETLLDFV. The MHC is HLA-B08:01 with pseudo-sequence HLA-B08:01. The binding affinity (normalized) is 0.0847. (3) The peptide sequence is NSKPCSDYCL. The MHC is Patr-A0301 with pseudo-sequence Patr-A0301. The binding affinity (normalized) is 0. (4) The peptide sequence is EAYCALLCK. The MHC is HLA-A02:16 with pseudo-sequence HLA-A02:16. The binding affinity (normalized) is 0.0847. (5) The peptide sequence is VFFKQWFEK. The binding affinity (normalized) is 0.0847. The MHC is HLA-B08:01 with pseudo-sequence HLA-B08:01.